This data is from NCI-60 drug combinations with 297,098 pairs across 59 cell lines. The task is: Regression. Given two drug SMILES strings and cell line genomic features, predict the synergy score measuring deviation from expected non-interaction effect. (1) Cell line: A549. Drug 1: C1CC(=O)NC(=O)C1N2CC3=C(C2=O)C=CC=C3N. Drug 2: CN(C)N=NC1=C(NC=N1)C(=O)N. Synergy scores: CSS=6.07, Synergy_ZIP=-3.02, Synergy_Bliss=-1.08, Synergy_Loewe=-2.27, Synergy_HSA=-1.17. (2) Cell line: RPMI-8226. Drug 1: CC1=C(C(=CC=C1)Cl)NC(=O)C2=CN=C(S2)NC3=CC(=NC(=N3)C)N4CCN(CC4)CCO. Drug 2: C(=O)(N)NO. Synergy scores: CSS=-11.3, Synergy_ZIP=10.8, Synergy_Bliss=8.29, Synergy_Loewe=-9.80, Synergy_HSA=-8.32. (3) Drug 1: CC1=C(C(CCC1)(C)C)C=CC(=CC=CC(=CC(=O)O)C)C. Drug 2: CC1C(C(CC(O1)OC2CC(CC3=C2C(=C4C(=C3O)C(=O)C5=C(C4=O)C(=CC=C5)OC)O)(C(=O)CO)O)N)O.Cl. Cell line: SN12C. Synergy scores: CSS=35.9, Synergy_ZIP=-1.99, Synergy_Bliss=-0.331, Synergy_Loewe=-21.3, Synergy_HSA=2.19. (4) Synergy scores: CSS=5.91, Synergy_ZIP=-5.40, Synergy_Bliss=-3.64, Synergy_Loewe=-4.13, Synergy_HSA=-4.06. Cell line: IGROV1. Drug 1: CC1C(C(CC(O1)OC2CC(CC3=C2C(=C4C(=C3O)C(=O)C5=C(C4=O)C(=CC=C5)OC)O)(C(=O)CO)O)N)O.Cl. Drug 2: CC12CCC3C(C1CCC2OP(=O)(O)O)CCC4=C3C=CC(=C4)OC(=O)N(CCCl)CCCl.[Na+].